Dataset: Catalyst prediction with 721,799 reactions and 888 catalyst types from USPTO. Task: Predict which catalyst facilitates the given reaction. (1) Reactant: [CH:1]1([C@@H:4]2[O:15][CH2:14][C@:7]3([C:16]4[CH:21]=[CH:20][C:19]([F:22])=[CH:18][C:17]=4[F:23])[NH:8][O:9][C@@H:10]([CH2:11][O:12][CH3:13])[C@@H:6]3[CH2:5]2)[CH2:3][CH2:2]1. Product: [NH2:8][C@@:7]1([C:16]2[CH:21]=[CH:20][C:19]([F:22])=[CH:18][C:17]=2[F:23])[CH2:14][O:15][C@@H:4]([CH:1]2[CH2:3][CH2:2]2)[CH2:5][C@H:6]1[C@@H:10]([OH:9])[CH2:11][O:12][CH3:13]. The catalyst class is: 183. (2) Reactant: [CH3:1][O:2][C:3]1[CH:4]=[C:5]([CH:23]=[C:24]([O:28][CH3:29])[C:25]=1[O:26][CH3:27])[C:6]([C:8]1[C:12]2[CH:13]=[CH:14][C:15]([O:21][CH3:22])=[C:16]([O:17]C(C)C)[C:11]=2[O:10][CH:9]=1)=[O:7].[Cl-].[Al+3].[Cl-].[Cl-]. Product: [CH3:1][O:2][C:3]1[CH:4]=[C:5]([CH:23]=[C:24]([O:28][CH3:29])[C:25]=1[O:26][CH3:27])[C:6]([C:8]1[C:12]2[CH:13]=[CH:14][C:15]([O:21][CH3:22])=[C:16]([OH:17])[C:11]=2[O:10][CH:9]=1)=[O:7]. The catalyst class is: 4.